This data is from hERG potassium channel inhibition data for cardiac toxicity prediction from Karim et al.. The task is: Regression/Classification. Given a drug SMILES string, predict its toxicity properties. Task type varies by dataset: regression for continuous values (e.g., LD50, hERG inhibition percentage) or binary classification for toxic/non-toxic outcomes (e.g., AMES mutagenicity, cardiotoxicity, hepatotoxicity). Dataset: herg_karim. The result is 0 (non-blocker). The drug is Clc1ccc2ncc(-c3cccc(NC4CNC4)n3)n2c1.